Predict the reactants needed to synthesize the given product. From a dataset of Full USPTO retrosynthesis dataset with 1.9M reactions from patents (1976-2016). Given the product [CH2:9]1[C:8]2[C:3](=[CH:4][CH:5]=[CH:6][CH:7]=2)[CH2:2][CH2:1][C:10]21[C:21](=[O:23])[NH:20][C:15](=[O:18])[NH:19]2, predict the reactants needed to synthesize it. The reactants are: [CH2:1]1[C:10](=O)[CH2:9][C:8]2[C:3](=[CH:4][CH:5]=[CH:6][CH:7]=2)[CH2:2]1.[C-]#N.[Na+].[C:15](=[O:18])([O-])[O-].[NH4+:19].[NH4+:20].[CH2:21]([OH:23])C.